This data is from Reaction yield outcomes from USPTO patents with 853,638 reactions. The task is: Predict the reaction yield, written as a fraction of the theoretical maximum amount of product (1.0 means a 100% yield; for example, 0.34 means a 34% yield). (1) The reactants are [C:1]([OH:11])(=O)[CH:2]=[CH:3][C:4]1[CH:9]=[CH:8][CH:7]=[CH:6][CH:5]=1.[OH-].[Na+].[NH2:14][CH2:15][C:16]1[CH:24]=[CH:23][C:19]([C:20]([OH:22])=[O:21])=[CH:18][CH:17]=1. The catalyst is O1CCCC1. The product is [C:1]([NH:14][CH2:15][C:16]1[CH:17]=[CH:18][C:19]([C:20]([OH:22])=[O:21])=[CH:23][CH:24]=1)(=[O:11])[CH:2]=[CH:3][C:4]1[CH:5]=[CH:6][CH:7]=[CH:8][CH:9]=1. The yield is 0.910. (2) The reactants are C([O:3][C:4]([C:6]12[CH2:23][CH:22]1[CH:21]=[CH:20][CH2:19][CH2:18][CH2:17][CH2:16][NH:15][C:14](=[O:24])[CH:13]1[CH:9]([CH2:10][CH:11]([O:25][C:26]3[C:35]4[C:30](=[CH:31][C:32]([O:36][CH3:37])=[CH:33][CH:34]=4)[N:29]=[C:28]([C:38]4[CH:43]=[CH:42][CH:41]=[CH:40][CH:39]=4)[CH:27]=3)[CH2:12]1)[C:8](=[O:44])[NH:7]2)=[O:5])C.CO.Cl. The catalyst is O1CCCC1.O. The product is [CH3:37][O:36][C:32]1[CH:31]=[C:30]2[C:35]([C:26]([O:25][CH:11]3[CH2:10][CH:9]4[CH:13]([C:14](=[O:24])[NH:15][CH2:16][CH2:17][CH2:18][CH2:19][CH:20]=[CH:21][CH:22]5[C:6]([C:4]([OH:5])=[O:3])([NH:7][C:8]4=[O:44])[CH2:23]5)[CH2:12]3)=[CH:27][C:28]([C:38]3[CH:43]=[CH:42][CH:41]=[CH:40][CH:39]=3)=[N:29]2)=[CH:34][CH:33]=1. The yield is 0.720.